This data is from Forward reaction prediction with 1.9M reactions from USPTO patents (1976-2016). The task is: Predict the product of the given reaction. (1) The product is: [Br:1][C:2]1[C:3]([O:9][CH3:10])=[N:4][C:5]([NH:14][CH:11]([CH3:13])[CH3:12])=[N:6][CH:7]=1. Given the reactants [Br:1][C:2]1[C:3]([O:9][CH3:10])=[N:4][C:5](Cl)=[N:6][CH:7]=1.[CH:11]([NH2:14])([CH3:13])[CH3:12].O, predict the reaction product. (2) Given the reactants [CH3:1][C:2]1[C:3]([N:9]2[CH2:16][CH:15]3[CH:11]([CH2:12][NH:13][CH2:14]3)[CH2:10]2)=[N:4][C:5]([CH3:8])=[CH:6][N:7]=1.[F:17][C:18]1[CH:19]=[CH:20][C:21]([C:27]2[N:32]=[CH:31][CH:30]=[CH:29][N:28]=2)=[C:22]([CH:26]=1)[C:23](O)=[O:24], predict the reaction product. The product is: [CH3:1][C:2]1[C:3]([N:9]2[CH2:16][CH:15]3[CH2:14][N:13]([C:23]([C:22]4[CH:26]=[C:18]([F:17])[CH:19]=[CH:20][C:21]=4[C:27]4[N:28]=[CH:29][CH:30]=[CH:31][N:32]=4)=[O:24])[CH2:12][CH:11]3[CH2:10]2)=[N:4][C:5]([CH3:8])=[CH:6][N:7]=1. (3) The product is: [CH2:8]([NH:12][C:13]1[N:21]=[C:20]2[C:16]([N:17]=[C:18]([O:22][CH3:23])[N:19]2[CH2:36][CH2:37][CH:38]2[CH2:43][CH2:42][CH2:41][CH2:40][O:39]2)=[C:15]([NH2:24])[N:14]=1)[CH2:9][CH2:10][CH3:11]. Given the reactants FC(F)(F)C(O)=O.[CH2:8]([NH:12][C:13]1[N:21]=[C:20]2[C:16]([N:17]=[C:18]([O:22][CH3:23])[NH:19]2)=[C:15]([NH2:24])[N:14]=1)[CH2:9][CH2:10][CH3:11].C(=O)([O-])[O-].[K+].[K+].CS(O[CH2:36][CH2:37][CH:38]1[CH2:43][CH2:42][CH2:41][CH2:40][O:39]1)(=O)=O, predict the reaction product. (4) Given the reactants [CH3:1][O:2][C:3]1[CH:4]=[C:5]([CH:23]=[CH:24][C:25]=1[O:26][CH3:27])[CH2:6][CH:7]1[C:16]2[C:11](=[CH:12][C:13]([O:21][CH3:22])=[C:14]([O:17][CH:18]([CH3:20])[CH3:19])[CH:15]=2)[CH2:10][CH2:9][NH:8]1.Br[CH2:29][C:30](Br)=[O:31].[NH2:33][CH:34]1[C:42]2[C:37](=[CH:38][CH:39]=[CH:40][CH:41]=2)[CH2:36][CH:35]1[CH3:43], predict the reaction product. The product is: [CH3:1][O:2][C:3]1[CH:4]=[C:5]([CH:23]=[CH:24][C:25]=1[O:26][CH3:27])[CH2:6][CH:7]1[C:16]2[C:11](=[CH:12][C:13]([O:21][CH3:22])=[C:14]([O:17][CH:18]([CH3:20])[CH3:19])[CH:15]=2)[CH2:10][CH2:9][N:8]1[CH2:29][C:30]([NH:33][CH:34]1[C:42]2[C:37](=[CH:38][CH:39]=[CH:40][CH:41]=2)[CH2:36][CH:35]1[CH3:43])=[O:31]. (5) Given the reactants [OH:1][C:2]1[CH:3]=[CH:4][CH:5]=[C:6]2[C:11]=1[N:10]=[C:9]([CH:12]=[O:13])[CH:8]=[CH:7]2.N1C=CN=C1.C(Cl)Cl.[CH3:22][C:23]([Si:26](Cl)([CH3:28])[CH3:27])([CH3:25])[CH3:24], predict the reaction product. The product is: [Si:26]([O:1][C:2]1[CH:3]=[CH:4][CH:5]=[C:6]2[C:11]=1[N:10]=[C:9]([CH:12]=[O:13])[CH:8]=[CH:7]2)([C:23]([CH3:25])([CH3:24])[CH3:22])([CH3:28])[CH3:27]. (6) The product is: [C:1]([NH:4][CH2:5][CH2:6][NH:7][C:8]1[N:13]=[C:12]([C:14]2[CH:19]=[CH:18][CH:17]=[CH:16][CH:15]=2)[N:11]=[C:10]([NH:20][C:21](=[O:26])[C:22]([OH:24])=[O:23])[CH:9]=1)(=[O:3])[CH3:2]. Given the reactants [C:1]([NH:4][CH2:5][CH2:6][NH:7][C:8]1[N:13]=[C:12]([C:14]2[CH:19]=[CH:18][CH:17]=[CH:16][CH:15]=2)[N:11]=[C:10]([NH:20][C:21](=[O:26])[C:22]([O:24]C)=[O:23])[CH:9]=1)(=[O:3])[CH3:2], predict the reaction product. (7) Given the reactants [F:1][C:2]1[CH:3]=[C:4]([NH:11][NH2:12])[CH:5]=[CH:6][C:7]=1[N+:8]([O-:10])=[O:9].[N:13]1[CH:18]=CC=NN=1.[CH2:19](O)C, predict the reaction product. The product is: [F:1][C:2]1[CH:3]=[C:4]([N:11]2[CH:18]=[N:13][CH:19]=[N:12]2)[CH:5]=[CH:6][C:7]=1[N+:8]([O-:10])=[O:9].